Regression. Given a peptide amino acid sequence and an MHC pseudo amino acid sequence, predict their binding affinity value. This is MHC class II binding data. From a dataset of Peptide-MHC class II binding affinity with 134,281 pairs from IEDB. (1) The peptide sequence is SFELLNAPATVCGPK. The MHC is DRB1_0401 with pseudo-sequence DRB1_0401. The binding affinity (normalized) is 0.583. (2) The peptide sequence is APTGATTAAAGGYKV. The MHC is DRB1_0101 with pseudo-sequence DRB1_0101. The binding affinity (normalized) is 0.246. (3) The peptide sequence is YDKFLANVSTVLDGK. The MHC is DRB1_0404 with pseudo-sequence DRB1_0404. The binding affinity (normalized) is 0.568. (4) The peptide sequence is YDKFYANVSTVLTGK. The MHC is DRB1_0701 with pseudo-sequence DRB1_0701. The binding affinity (normalized) is 0.718.